From a dataset of NCI-60 drug combinations with 297,098 pairs across 59 cell lines. Regression. Given two drug SMILES strings and cell line genomic features, predict the synergy score measuring deviation from expected non-interaction effect. Drug 1: C1=CN(C=N1)CC(O)(P(=O)(O)O)P(=O)(O)O. Drug 2: CN(CC1=CN=C2C(=N1)C(=NC(=N2)N)N)C3=CC=C(C=C3)C(=O)NC(CCC(=O)O)C(=O)O. Cell line: COLO 205. Synergy scores: CSS=21.5, Synergy_ZIP=-1.40, Synergy_Bliss=0.436, Synergy_Loewe=0.796, Synergy_HSA=1.09.